This data is from Full USPTO retrosynthesis dataset with 1.9M reactions from patents (1976-2016). The task is: Predict the reactants needed to synthesize the given product. (1) Given the product [CH:2]([C:3]1[CH:8]=[CH:7][N:6]=[C:5]([C:9]2[CH:14]=[CH:13][CH:12]=[C:11]([CH3:15])[N:10]=2)[C:4]=1[C:16]1[CH:17]=[CH:18][C:19]2[N:20]([C:22]([C:25]#[N:26])=[CH:23][N:24]=2)[CH:21]=1)=[O:1], predict the reactants needed to synthesize it. The reactants are: [OH:1][CH2:2][C:3]1[CH:8]=[CH:7][N:6]=[C:5]([C:9]2[CH:14]=[CH:13][CH:12]=[C:11]([CH3:15])[N:10]=2)[C:4]=1[C:16]1[CH:17]=[CH:18][C:19]2[N:20]([C:22]([C:25]#[N:26])=[CH:23][N:24]=2)[CH:21]=1.CC(OI1(OC(C)=O)(OC(C)=O)OC(=O)C2C=CC=CC1=2)=O. (2) Given the product [Cl:1][C:2]1[CH:3]=[C:4]([N:10]2[CH:14]([C:15]3[CH2:19][CH2:18][CH2:17][CH:16]=3)[CH:13]3[CH2:20][O:21][C:22]4[CH:23]=[C:24]([C:28]([OH:30])=[O:29])[CH:25]=[CH:26][C:27]=4[C:12]3=[N:11]2)[CH:5]=[CH:6][C:7]=1[C:8]#[N:9], predict the reactants needed to synthesize it. The reactants are: [Cl:1][C:2]1[CH:3]=[C:4]([N:10]2[CH:14]([C:15]3[CH2:19][CH2:18][CH2:17][CH:16]=3)[CH:13]3[CH2:20][O:21][C:22]4[CH:23]=[C:24]([C:28]([O:30]C)=[O:29])[CH:25]=[CH:26][C:27]=4[C:12]3=[N:11]2)[CH:5]=[CH:6][C:7]=1[C:8]#[N:9].[OH-].[Na+]. (3) Given the product [CH3:13][O:14][C:15](=[O:45])[CH2:16][O:17][C:18]1[CH:23]=[CH:22][C:21]([O:24][CH2:25][C:26]#[C:27][C:28]2[CH:33]=[C:32]([C:34]#[C:35][CH2:36][N:37]3[CH2:42][CH2:41][O:40][CH2:39][CH2:38]3)[CH:31]=[C:30]([C:2]#[C:1][C:3]3[CH:4]=[CH:5][C:6]([S:9]([CH3:12])(=[O:10])=[O:11])=[CH:7][CH:8]=3)[CH:29]=2)=[CH:20][C:19]=1[CH3:44], predict the reactants needed to synthesize it. The reactants are: [C:1]([C:3]1[CH:8]=[CH:7][C:6]([S:9]([CH3:12])(=[O:11])=[O:10])=[CH:5][CH:4]=1)#[CH:2].[CH3:13][O:14][C:15](=[O:45])[CH2:16][O:17][C:18]1[CH:23]=[CH:22][C:21]([O:24][CH2:25][C:26]#[C:27][C:28]2[CH:33]=[C:32]([C:34]#[C:35][CH2:36][N:37]3[CH2:42][CH2:41][O:40][CH2:39][CH2:38]3)[CH:31]=[C:30](Br)[CH:29]=2)=[CH:20][C:19]=1[CH3:44]. (4) Given the product [NH:1]([C:8](=[O:28])[C:9]([C:19]1[CH:20]=[CH:21][C:22]([C:23]([OH:25])=[O:24])=[CH:26][CH:27]=1)([C:10]([NH:12][C:13]1[CH:18]=[CH:17][CH:16]=[CH:15][CH:14]=1)=[O:11])[OH:30])[C:2]1[CH:3]=[CH:4][CH:5]=[CH:6][CH:7]=1, predict the reactants needed to synthesize it. The reactants are: [NH:1]([C:8](=[O:28])[CH:9]([C:19]1[CH:27]=[CH:26][C:22]([C:23]([OH:25])=[O:24])=[CH:21][CH:20]=1)[C:10]([NH:12][C:13]1[CH:18]=[CH:17][CH:16]=[CH:15][CH:14]=1)=[O:11])[C:2]1[CH:7]=[CH:6][CH:5]=[CH:4][CH:3]=1.[Li+].[OH-:30]. (5) The reactants are: [C:1]([C:5]1[N:6]=[C:7]([N:22]2[CH2:27][CH2:26][O:25][CH2:24][CH2:23]2)[C:8]2[N:13]=[N:12][N:11]([CH2:14][C:15]3[CH:20]=[CH:19][CH:18]=[CH:17][C:16]=3[Cl:21])[C:9]=2[N:10]=1)([CH3:4])([CH3:3])[CH3:2].[C:28](C1N=C(Cl)C2N=NN(CC3C=CC=CC=3Cl)C=2N=1)(C)(C)C.C(O)(=O)C(O)=O.N1C2(COC2)CC1. Given the product [C:1]([C:5]1[N:6]=[C:7]([N:22]2[C:23]3([CH2:28][O:25][CH2:24]3)[CH2:26][CH2:27]2)[C:8]2[N:13]=[N:12][N:11]([CH2:14][C:15]3[CH:20]=[CH:19][CH:18]=[CH:17][C:16]=3[Cl:21])[C:9]=2[N:10]=1)([CH3:3])([CH3:4])[CH3:2], predict the reactants needed to synthesize it. (6) Given the product [CH3:17][C@H:7]([CH2:8][C:9]1([C:14]([NH:53][CH2:52][CH2:51][CH2:50][C:48]2[CH:47]=[CH:46][C:44]3[N:45]=[C:41]([CH3:40])[S:42][C:43]=3[CH:49]=2)=[O:16])[CH2:10][CH2:11][CH2:12][CH2:13]1)[C:6]([O:5][C:1]([CH3:2])([CH3:3])[CH3:4])=[O:18], predict the reactants needed to synthesize it. The reactants are: [C:1]([O:5][C:6](=[O:18])[C@H:7]([CH3:17])[CH2:8][C:9]1([C:14]([OH:16])=O)[CH2:13][CH2:12][CH2:11][CH2:10]1)([CH3:4])([CH3:3])[CH3:2].C(N1C=CN=C1)(N1C=CN=C1)=O.C(N(CC)CC)C.Cl.Cl.[CH3:40][C:41]1[S:42][C:43]2[CH:49]=[C:48]([CH2:50][CH2:51][CH2:52][NH2:53])[CH:47]=[CH:46][C:44]=2[N:45]=1. (7) Given the product [Br:1][C:2]1[CH:7]=[CH:6][C:5]([C:8]([C:10]2[CH:15]=[CH:14][CH:13]=[CH:12][C:11]=2[CH:16]([O:17][CH2:18][CH3:19])[O:20][CH2:21][CH3:22])=[O:9])=[C:4]([F:23])[CH:3]=1, predict the reactants needed to synthesize it. The reactants are: [Br:1][C:2]1[CH:7]=[CH:6][C:5]([CH:8]([C:10]2[CH:15]=[CH:14][CH:13]=[CH:12][C:11]=2[CH:16]([O:20][CH2:21][CH3:22])[O:17][CH2:18][CH3:19])[OH:9])=[C:4]([F:23])[CH:3]=1.C(=O)(O)[O-].[Na+].BrN1C(C)(C)C(=O)N(Br)C1=O.S([O-])([O-])(=O)=S.[Na+].[Na+].